Dataset: Full USPTO retrosynthesis dataset with 1.9M reactions from patents (1976-2016). Task: Predict the reactants needed to synthesize the given product. Given the product [NH:4]1[C:5]2[C:6](=[CH:17][CH:18]=[CH:19][CH:7]=2)[C:3]([C:35](=[O:36])[CH2:32][C:30]([O:29][CH2:28][CH3:27])=[O:31])=[CH:1]1, predict the reactants needed to synthesize it. The reactants are: [CH:1]([NH:4][CH:5]([CH3:7])[CH3:6])([CH3:3])C.CN(C)CCN(C)C.C([Li])[CH2:17][CH2:18][CH3:19].CCCCCC.[CH3:27][CH2:28][O:29][C:30]([CH3:32])=[O:31].C1C[O:36][CH2:35]C1.